The task is: Binary Classification. Given a T-cell receptor sequence (or CDR3 region) and an epitope sequence, predict whether binding occurs between them.. This data is from TCR-epitope binding with 47,182 pairs between 192 epitopes and 23,139 TCRs. The epitope is LLMPILTLT. The TCR CDR3 sequence is CASSQVSGGPFEQFF. Result: 0 (the TCR does not bind to the epitope).